From a dataset of Reaction yield outcomes from USPTO patents with 853,638 reactions. Predict the reaction yield, written as a fraction of the theoretical maximum amount of product (1.0 means a 100% yield; for example, 0.34 means a 34% yield). (1) The reactants are [CH3:1][S:2][C:3]1[C:4]([C:8]2[CH:9]=[N:10][CH:11]=[CH:12][CH:13]=2)=[N:5][NH:6][CH:7]=1.[CH2:14](SS[CH2:14][CH2:15][CH2:16][CH2:17]C)[CH2:15][CH2:16][CH2:17]C.BrC1C(C2C=NC=CC=2)=NNC=1. No catalyst specified. The product is [CH2:1]([S:2][C:3]1[C:4]([C:8]2[CH:9]=[N:10][CH:11]=[CH:12][CH:13]=2)=[N:5][NH:6][CH:7]=1)[CH2:14][CH2:15][CH2:16][CH3:17]. The yield is 0.710. (2) The reactants are Cl[C:2]1[N:3]=[C:4]([OH:12])[C:5]2[CH:11]=[CH:10][N:9]=[CH:8][C:6]=2[N:7]=1.[CH3:13][O:14][CH2:15][CH2:16][N:17]([CH3:36])[CH2:18][CH:19]([C:21]1[CH:26]=[CH:25][C:24]([N:27]([CH3:35])[C:28]2[CH:33]=[CH:32][C:31]([OH:34])=[CH:30][CH:29]=2)=[CH:23][CH:22]=1)[CH3:20]. No catalyst specified. The product is [CH3:13][O:14][CH2:15][CH2:16][N:17]([CH3:36])[CH2:18][CH:19]([C:21]1[CH:26]=[CH:25][C:24]([N:27]([CH3:35])[C:28]2[CH:29]=[CH:30][C:31]([O:34][C:2]3[N:3]=[C:4]([OH:12])[C:5]4[CH:11]=[CH:10][N:9]=[CH:8][C:6]=4[N:7]=3)=[CH:32][CH:33]=2)=[CH:23][CH:22]=1)[CH3:20]. The yield is 0.230.